The task is: Predict the reaction yield, written as a fraction of the theoretical maximum amount of product (1.0 means a 100% yield; for example, 0.34 means a 34% yield).. This data is from Reaction yield outcomes from USPTO patents with 853,638 reactions. (1) The reactants are [S:1]1[C:5]2[CH:6]=[CH:7][CH:8]=[CH:9][C:4]=2[N:3]=[C:2]1[CH2:10][C:11]1[CH:16]=[CH:15][C:14]([CH2:17]O)=[CH:13][CH:12]=1.S(Cl)([Cl:21])=O. The catalyst is C(Cl)Cl. The product is [Cl:21][CH2:17][C:14]1[CH:15]=[CH:16][C:11]([CH2:10][C:2]2[S:1][C:5]3[CH:6]=[CH:7][CH:8]=[CH:9][C:4]=3[N:3]=2)=[CH:12][CH:13]=1. The yield is 1.00. (2) The reactants are [C:1]1([C:7]2[C:16]3[C:11](=[C:12]([C:17]([F:20])([F:19])[F:18])[CH:13]=[CH:14][CH:15]=3)[N:10]=[CH:9][C:8]=2[C:21]([OH:23])=O)[CH:6]=[CH:5][CH:4]=[CH:3][CH:2]=1.C1CN([P+](ON2N=NC3C=CC=CC2=3)(N2CCCC2)N2CCCC2)CC1.F[P-](F)(F)(F)(F)F.Cl.[CH3:58][NH:59][O:60][CH3:61].C(N(C(C)C)CC)(C)C. The catalyst is O.CN(C=O)C. The product is [CH3:61][O:60][N:59]([CH3:58])[C:21]([C:8]1[CH:9]=[N:10][C:11]2[C:16]([C:7]=1[C:1]1[CH:2]=[CH:3][CH:4]=[CH:5][CH:6]=1)=[CH:15][CH:14]=[CH:13][C:12]=2[C:17]([F:20])([F:19])[F:18])=[O:23]. The yield is 0.906. (3) The reactants are C[CH:2]([C:4]1[CH:5]=[C:6]([NH:10][C:11]2[CH:12]=[C:13]([C:17]([O:19][CH3:20])=[S:18])[S:14][C:15]=2[CH3:16])[CH:7]=[CH:8][CH:9]=1)C.N[C:22]1C=C(C(OC)=S)S[C:26]=1C.C(C1C=C(B(O)O)C=CC=1)(C)C. No catalyst specified. The product is [CH3:2][C:4]1[C:5]([CH2:22][CH3:26])=[C:6]([NH:10][C:11]2[CH:12]=[C:13]([C:17]([O:19][CH3:20])=[S:18])[S:14][C:15]=2[CH3:16])[CH:7]=[CH:8][CH:9]=1. The yield is 0.195. (4) The reactants are [CH3:1][O:2][C:3]1[CH:8]=[CH:7][CH:6]=[CH:5][C:4]=1[OH:9].C(=O)([O-])[O-].[K+].[K+].[F:16][C:17]1[CH:26]=[C:25](F)[C:24]([F:28])=[CH:23][C:18]=1[C:19]([O:21][CH3:22])=[O:20]. The yield is 0.520. The catalyst is CS(C)=O.O. The product is [F:16][C:17]1[CH:26]=[C:25]([O:9][C:4]2[CH:5]=[CH:6][CH:7]=[CH:8][C:3]=2[O:2][CH3:1])[C:24]([F:28])=[CH:23][C:18]=1[C:19]([O:21][CH3:22])=[O:20]. (5) The reactants are ClC(Cl)C.[NH2:5][N:6]1[CH2:11][CH2:10][CH:9]([OH:12])[CH2:8][CH2:7]1.C([C@@H]1COC(=O)N1[C:26](=[O:48])[C@H:27]([CH2:31][C:32]1[C:37]([Cl:38])=[CH:36][C:35]([O:39][CH2:40][C:41]2[CH:46]=[CH:45][CH:44]=[CH:43][CH:42]=2)=[CH:34][C:33]=1[Cl:47])[CH2:28][CH:29]=O)C1C=CC=CC=1.C(O[BH-](OC(=O)C)OC(=O)C)(=O)C.[Na+]. The catalyst is ClCCl. The product is [CH2:40]([O:39][C:35]1[CH:34]=[C:33]([Cl:47])[C:32]([CH2:31][C@@H:27]2[CH2:28][CH2:29][N:5]([N:6]3[CH2:11][CH2:10][CH:9]([OH:12])[CH2:8][CH2:7]3)[C:26]2=[O:48])=[C:37]([Cl:38])[CH:36]=1)[C:41]1[CH:42]=[CH:43][CH:44]=[CH:45][CH:46]=1. The yield is 0.900. (6) The reactants are [N+:1]([C:4]1[CH:5]=[N:6][NH:7][CH:8]=1)([O-:3])=[O:2].[CH3:9][C@@H:10]1[CH2:12][O:11]1.C([O-])([O-])=O.[K+].[K+]. The catalyst is CN(C=O)C. The product is [N+:1]([C:4]1[CH:5]=[N:6][N:7]([CH2:9][C@H:10]([OH:11])[CH3:12])[CH:8]=1)([O-:3])=[O:2]. The yield is 0.476.